From a dataset of Full USPTO retrosynthesis dataset with 1.9M reactions from patents (1976-2016). Predict the reactants needed to synthesize the given product. Given the product [C:32]1([Ge:25]([C:19]2[CH:20]=[CH:21][CH:22]=[CH:23][CH:24]=2)([C:26]2[CH:31]=[CH:30][CH:29]=[CH:28][CH:27]=2)[C:2]2[CH:3]=[N:4][C:5]([C:8]3[CH:13]=[CH:12][CH:11]=[CH:10][CH:9]=3)=[CH:6][CH:7]=2)[CH:33]=[CH:34][CH:35]=[CH:36][CH:37]=1, predict the reactants needed to synthesize it. The reactants are: Br[C:2]1[CH:3]=[N:4][C:5]([C:8]2[CH:13]=[CH:12][CH:11]=[CH:10][CH:9]=2)=[CH:6][CH:7]=1.C([Li])CCC.[C:19]1([Ge:25](Cl)([C:32]2[CH:37]=[CH:36][CH:35]=[CH:34][CH:33]=2)[C:26]2[CH:31]=[CH:30][CH:29]=[CH:28][CH:27]=2)[CH:24]=[CH:23][CH:22]=[CH:21][CH:20]=1.O.